This data is from Forward reaction prediction with 1.9M reactions from USPTO patents (1976-2016). The task is: Predict the product of the given reaction. (1) Given the reactants [NH2:1][C@@H:2]1[CH2:6][CH2:5][N:4]([C:7]2[C:16]3[C:11](=[CH:12][C:13]([CH3:17])=[CH:14][CH:15]=3)[N:10]=[C:9]([C:18]3[CH:23]=[CH:22][CH:21]=[CH:20][C:19]=3[OH:24])[N:8]=2)[CH2:3]1.C(N(CC)CC)C.Cl[C:33]([O:35][C@H:36]1[CH2:40][CH2:39][O:38][CH2:37]1)=[O:34], predict the reaction product. The product is: [OH:24][C:19]1[CH:20]=[CH:21][CH:22]=[CH:23][C:18]=1[C:9]1[N:8]=[C:7]([N:4]2[CH2:5][CH2:6][C@@H:2]([NH:1][C:33](=[O:34])[O:35][C@H:36]3[CH2:40][CH2:39][O:38][CH2:37]3)[CH2:3]2)[C:16]2[C:11](=[CH:12][C:13]([CH3:17])=[CH:14][CH:15]=2)[N:10]=1. (2) Given the reactants [NH2:1][C:2]1[C:3]([C:7]2[NH:23][C:10]3=[CH:11][C:12]4[C:13]([CH3:22])([CH3:21])[C:14](=[O:20])[N:15]([CH2:18][CH3:19])[C:16]=4[CH:17]=[C:9]3[N:8]=2)=[N:4][NH:5][CH:6]=1.[CH:24]([N:27]([CH:31]([CH3:33])[CH3:32])[C:28](Cl)=[O:29])([CH3:26])[CH3:25], predict the reaction product. The product is: [CH2:18]([N:15]1[C:16]2[CH:17]=[C:9]3[N:8]=[C:7]([C:3]4[C:2]([NH:1][C:28](=[O:29])[N:27]([CH:31]([CH3:33])[CH3:32])[CH:24]([CH3:26])[CH3:25])=[CH:6][NH:5][N:4]=4)[NH:23][C:10]3=[CH:11][C:12]=2[C:13]([CH3:22])([CH3:21])[C:14]1=[O:20])[CH3:19].